This data is from Catalyst prediction with 721,799 reactions and 888 catalyst types from USPTO. The task is: Predict which catalyst facilitates the given reaction. (1) The catalyst class is: 144. Reactant: [NH:1]1[CH2:5][CH2:4][CH2:3][C@@H:2]1[C:6]([O:8][C:9]([CH3:12])([CH3:11])[CH3:10])=[O:7].C(=O)([O-])[O-].[K+].[K+].[I-].[K+].[CH3:21][C:22]1[CH:27]=[C:26]([CH3:28])[CH:25]=[C:24]([CH3:29])[C:23]=1[S:30]([O:33][C:34]1[C:39]([CH2:40][C:41]2[CH:46]=[CH:45][C:44]([O:47][CH2:48][CH2:49][CH2:50]OS(C)(=O)=O)=[CH:43][C:42]=2[O:56][CH3:57])=[C:38]([CH3:58])[N:37]=[C:36]([NH2:59])[N:35]=1)(=[O:32])=[O:31]. Product: [NH2:59][C:36]1[N:35]=[C:34]([O:33][S:30]([C:23]2[C:24]([CH3:29])=[CH:25][C:26]([CH3:28])=[CH:27][C:22]=2[CH3:21])(=[O:32])=[O:31])[C:39]([CH2:40][C:41]2[CH:46]=[CH:45][C:44]([O:47][CH2:48][CH2:49][CH2:50][N:1]3[CH2:5][CH2:4][CH2:3][C@@H:2]3[C:6]([O:8][C:9]([CH3:12])([CH3:11])[CH3:10])=[O:7])=[CH:43][C:42]=2[O:56][CH3:57])=[C:38]([CH3:58])[N:37]=1. (2) Reactant: [Cl:1][C:2]1[N:7]=[C:6]([NH:8][NH:9][C:10](=[O:30])[C@H:11]([CH2:24][CH:25]2[CH2:29][CH2:28][CH2:27][CH2:26]2)[CH2:12][N:13]([O:16]CC2C=CC=CC=2)[CH:14]=[O:15])[C:5]([F:31])=[C:4]([NH:32][CH2:33][C:34]([CH3:42])([N:36]2[CH2:41][CH2:40][O:39][CH2:38][CH2:37]2)[CH3:35])[N:3]=1. Product: [Cl:1][C:2]1[N:7]=[C:6]([NH:8][NH:9][C:10](=[O:30])[C@H:11]([CH2:24][CH:25]2[CH2:26][CH2:27][CH2:28][CH2:29]2)[CH2:12][N:13]([OH:16])[CH:14]=[O:15])[C:5]([F:31])=[C:4]([NH:32][CH2:33][C:34]([CH3:42])([N:36]2[CH2:37][CH2:38][O:39][CH2:40][CH2:41]2)[CH3:35])[N:3]=1. The catalyst class is: 723. (3) Product: [C:1]([N:4]1[C:13]2[C:8](=[CH:9][C:10]([C:14]3[CH:15]=[CH:16][C:17]([CH2:20][CH2:21][C:22]([NH:38][CH2:37][CH2:35][OH:36])=[O:24])=[CH:18][CH:19]=3)=[CH:11][CH:12]=2)[C@H:7]([NH:25][C:26]2[CH:31]=[CH:30][C:29]([C:32]#[N:33])=[CH:28][N:27]=2)[CH2:6][C@@H:5]1[CH3:34])(=[O:3])[CH3:2]. Reactant: [C:1]([N:4]1[C:13]2[C:8](=[CH:9][C:10]([C:14]3[CH:19]=[CH:18][C:17]([CH2:20][CH2:21][C:22]([OH:24])=O)=[CH:16][CH:15]=3)=[CH:11][CH:12]=2)[C@H:7]([NH:25][C:26]2[CH:31]=[CH:30][C:29]([C:32]#[N:33])=[CH:28][N:27]=2)[CH2:6][C@@H:5]1[CH3:34])(=[O:3])[CH3:2].[CH2:35]([CH2:37][NH2:38])[OH:36].CN(C(ON1N=NC2C=CC=NC1=2)=[N+](C)C)C.F[P-](F)(F)(F)(F)F.CCN(C(C)C)C(C)C. The catalyst class is: 3.